Dataset: Forward reaction prediction with 1.9M reactions from USPTO patents (1976-2016). Task: Predict the product of the given reaction. (1) The product is: [CH2:1]([C@@:2]12[CH2:9][CH2:8][CH2:7][N:6]1[C@@H:5]([C:10]([Cl:13])([Cl:12])[Cl:11])[O:4][C:3]2=[O:14])[CH3:15]. Given the reactants [CH3:1][C@@:2]12[CH2:9][CH2:8][CH2:7][N:6]1[C@@H:5]([C:10]([Cl:13])([Cl:12])[Cl:11])[O:4][C:3]2=[O:14].[CH:15](NC(C)C)(C)C.ClC(Cl)(Cl)[C@H]1OC(=O)[C@H]2N1CCC2.ICC, predict the reaction product. (2) Given the reactants Cl.Cl.[S:3]1[CH:7]=[CH:6][C:5]([CH:8]2[CH:17]3[CH2:18][CH2:19][NH:20][CH:16]3[C:15]3[CH:14]=[CH:13][CH:12]=[CH:11][C:10]=3[NH:9]2)=[CH:4]1.[F:21][C:22]1([F:46])[CH2:27][C@H:26]([C:28](O)=[O:29])[C@H:25]([NH:31][C:32]([C:34]2[CH:39]=[CH:38][C:37]([N:40]3[CH:44]=[CH:43][C:42]([CH3:45])=[N:41]3)=[CH:36][CH:35]=2)=[O:33])[CH2:24][CH2:23]1, predict the reaction product. The product is: [F:46][C:22]1([F:21])[CH2:23][CH2:24][C@@H:25]([NH:31][C:32](=[O:33])[C:34]2[CH:35]=[CH:36][C:37]([N:40]3[CH:44]=[CH:43][C:42]([CH3:45])=[N:41]3)=[CH:38][CH:39]=2)[C@@H:26]([C:28]([N:20]2[C@@H:16]3[C@@H:17]([C@H:8]([C:5]4[CH:6]=[CH:7][S:3][CH:4]=4)[NH:9][C:10]4[CH:11]=[CH:12][CH:13]=[CH:14][C:15]=43)[CH2:18][CH2:19]2)=[O:29])[CH2:27]1. (3) Given the reactants [NH2:1][C:2]1[S:6][C:5]2[CH2:7][CH2:8][CH2:9][CH2:10][C:4]=2[C:3]=1[C:11]([NH2:13])=[O:12].C(N(CC)CC)C.[Cl:21][C:22]1[CH:30]=[CH:29][CH:28]=[CH:27][C:23]=1[C:24](Cl)=[O:25], predict the reaction product. The product is: [Cl:21][C:22]1[CH:30]=[CH:29][CH:28]=[CH:27][C:23]=1[C:24]([NH:1][C:2]1[S:6][C:5]2[CH2:7][CH2:8][CH2:9][CH2:10][C:4]=2[C:3]=1[C:11]([NH2:13])=[O:12])=[O:25]. (4) Given the reactants C1(C)C=CC(S(O)(=O)=O)=CC=1.[NH2:12][C@@H:13]([CH2:19][C:20]1[CH:25]=[CH:24][C:23]([C:26]2[C:31]([O:32][CH3:33])=[CH:30][C:29]([CH2:34][O:35][CH2:36][CH3:37])=[CH:28][C:27]=2[O:38][CH3:39])=[CH:22][CH:21]=1)[C:14]([O:16][CH2:17][CH3:18])=[O:15].C(=O)([O-])O.[Na+].O.[F:46][C:47]1[CH:55]=[CH:54][CH:53]=[C:52]([F:56])[C:48]=1[C:49](Cl)=[O:50], predict the reaction product. The product is: [F:46][C:47]1[CH:55]=[CH:54][CH:53]=[C:52]([F:56])[C:48]=1[C:49]([NH:12][C@@H:13]([CH2:19][C:20]1[CH:25]=[CH:24][C:23]([C:26]2[C:27]([O:38][CH3:39])=[CH:28][C:29]([CH2:34][O:35][CH2:36][CH3:37])=[CH:30][C:31]=2[O:32][CH3:33])=[CH:22][CH:21]=1)[C:14]([O:16][CH2:17][CH3:18])=[O:15])=[O:50]. (5) The product is: [NH2:31][C:26]1[N:27]=[C:28]([O:3][C:4]2[C:5]([CH3:13])=[CH:6][C:7]([C:8]#[N:9])=[CH:10][C:11]=2[CH3:12])[C:29]2[N:21]([CH2:14][C:15]3[CH:16]=[CH:17][CH:18]=[CH:19][CH:20]=3)[CH:22]=[CH:23][C:24]=2[N:25]=1. Given the reactants [H-].[Na+].[OH:3][C:4]1[C:11]([CH3:12])=[CH:10][C:7]([C:8]#[N:9])=[CH:6][C:5]=1[CH3:13].[CH2:14]([N:21]1[C:29]2[C:28](Cl)=[N:27][C:26]([NH2:31])=[N:25][C:24]=2[CH:23]=[CH:22]1)[C:15]1[CH:20]=[CH:19][CH:18]=[CH:17][CH:16]=1, predict the reaction product. (6) The product is: [F:16][C:17]1[CH:18]=[C:19]2[C:23](=[CH:24][CH:25]=1)[N:22]([NH:26][C:12]([C:9]1[CH:10]=[N:11][C:6]([C:2]3[S:1][CH:5]=[CH:4][N:3]=3)=[N:7][CH:8]=1)=[O:14])[CH:21]=[C:20]2[CH3:27]. Given the reactants [S:1]1[CH:5]=[CH:4][N:3]=[C:2]1[C:6]1[N:11]=[CH:10][C:9]([C:12]([OH:14])=O)=[CH:8][N:7]=1.[Cl-].[F:16][C:17]1[CH:18]=[C:19]2[C:23](=[CH:24][CH:25]=1)[N:22]([NH3+:26])[CH:21]=[C:20]2[CH3:27].C(N(C(C)C)CC)(C)C.[Cl-].COC1N=C(OC)N=C([N+]2(C)CCOCC2)N=1, predict the reaction product.